Dataset: Full USPTO retrosynthesis dataset with 1.9M reactions from patents (1976-2016). Task: Predict the reactants needed to synthesize the given product. Given the product [C:11]([O:15][C:16](=[O:34])[CH2:17][N:18]([C:19]([O:21][C:22]([CH3:25])([CH3:24])[CH3:23])=[O:20])[C:26]1[CH:31]=[CH:30][CH:29]=[C:28]([CH2:32][NH:33][S:7]([C:3]2[CH:2]=[N:1][CH:6]=[CH:5][CH:4]=2)(=[O:9])=[O:8])[N:27]=1)([CH3:14])([CH3:13])[CH3:12], predict the reactants needed to synthesize it. The reactants are: [N:1]1[CH:6]=[CH:5][CH:4]=[C:3]([S:7](Cl)(=[O:9])=[O:8])[CH:2]=1.[C:11]([O:15][C:16](=[O:34])[CH2:17][N:18]([C:26]1[CH:31]=[CH:30][CH:29]=[C:28]([CH2:32][NH2:33])[N:27]=1)[C:19]([O:21][C:22]([CH3:25])([CH3:24])[CH3:23])=[O:20])([CH3:14])([CH3:13])[CH3:12].C(N(CC)CC)C.S([O-])(O)(=O)=O.[K+].